Dataset: Reaction yield outcomes from USPTO patents with 853,638 reactions. Task: Predict the reaction yield, written as a fraction of the theoretical maximum amount of product (1.0 means a 100% yield; for example, 0.34 means a 34% yield). (1) The reactants are [CH3:1][O:2][C:3]1[CH:4]=[C:5]2[C:10](=[CH:11][C:12]=1[O:13][CH3:14])[N:9]=[CH:8][CH:7]=[C:6]2[O:15][C:16]1[CH:22]=[CH:21][C:19]([NH2:20])=[C:18]([CH3:23])[C:17]=1[CH3:24].Cl[C:26](Cl)([O:28][C:29](=[O:35])OC(Cl)(Cl)Cl)Cl.[CH2:37](O)[CH2:38][CH2:39][CH2:40][CH2:41]C.C(=O)(O)[O-].[Na+]. The catalyst is C(Cl)Cl.C(N(CC)CC)C.C1(C)C=CC=CC=1. The product is [CH3:1][O:2][C:3]1[CH:4]=[C:5]2[C:10](=[CH:11][C:12]=1[O:13][CH3:14])[N:9]=[CH:8][CH:7]=[C:6]2[O:15][C:16]1[CH:22]=[CH:21][C:19]([NH:20][C:29](=[O:35])[O:28][CH2:26][CH2:37][CH2:38][CH2:39][CH2:40][CH3:41])=[C:18]([CH3:23])[C:17]=1[CH3:24]. The yield is 0.720. (2) The reactants are [NH2:1][C:2]1[CH:7]=[CH:6][C:5]([C:8]([OH:10])=[O:9])=[CH:4][N:3]=1.O=S(Cl)Cl.[CH2:15](O)[CH3:16]. No catalyst specified. The product is [NH2:1][C:2]1[CH:7]=[CH:6][C:5]([C:8]([O:10][CH2:15][CH3:16])=[O:9])=[CH:4][N:3]=1. The yield is 0.940. (3) The reactants are [CH3:1][C:2]([CH3:42])([CH2:34][CH2:35][N:36]1[CH2:41][CH2:40][O:39][CH2:38][CH2:37]1)[C:3]([C:5]1[C:13]2[C:8](=[N:9][CH:10]=[C:11]([C:14]3[CH:19]=[C:18]([O:20][CH3:21])[C:17]([O:22][CH3:23])=[C:16]([O:24][CH3:25])[CH:15]=3)[N:12]=2)[N:7](COCC[Si](C)(C)C)[CH:6]=1)=[O:4].O.O.O.C([O-])(=O)C.[Na+]. The catalyst is ClCCl.FC(F)(F)C(O)=O. The product is [CH3:1][C:2]([CH3:42])([CH2:34][CH2:35][N:36]1[CH2:41][CH2:40][O:39][CH2:38][CH2:37]1)[C:3]([C:5]1[C:13]2[C:8](=[N:9][CH:10]=[C:11]([C:14]3[CH:19]=[C:18]([O:20][CH3:21])[C:17]([O:22][CH3:23])=[C:16]([O:24][CH3:25])[CH:15]=3)[N:12]=2)[NH:7][CH:6]=1)=[O:4]. The yield is 0.750. (4) The reactants are [CH2:1]([O:8][C:9]1[CH:14]=[CH:13][C:12](Br)=[CH:11][CH:10]=1)[C:2]1[CH:7]=[CH:6][CH:5]=[CH:4][CH:3]=1.CC1(C)C(C)(C)OB([C:24]2[CH2:29][CH2:28][N:27]([C:30]([O:32][C:33]([CH3:36])([CH3:35])[CH3:34])=[O:31])[CH2:26][CH:25]=2)O1.O.C(=O)([O-])[O-].[Na+].[Na+]. The catalyst is C(#N)C.C1C=CC([P]([Pd]([P](C2C=CC=CC=2)(C2C=CC=CC=2)C2C=CC=CC=2)([P](C2C=CC=CC=2)(C2C=CC=CC=2)C2C=CC=CC=2)[P](C2C=CC=CC=2)(C2C=CC=CC=2)C2C=CC=CC=2)(C2C=CC=CC=2)C2C=CC=CC=2)=CC=1. The product is [CH2:1]([O:8][C:9]1[CH:14]=[CH:13][C:12]([C:24]2[CH2:29][CH2:28][N:27]([C:30]([O:32][C:33]([CH3:36])([CH3:35])[CH3:34])=[O:31])[CH2:26][CH:25]=2)=[CH:11][CH:10]=1)[C:2]1[CH:7]=[CH:6][CH:5]=[CH:4][CH:3]=1. The yield is 0.880. (5) The reactants are [NH2:1][C:2]1[CH:7]=[CH:6][C:5]([CH:8]([CH3:16])[C:9]([O:11][C:12]([CH3:15])([CH3:14])[CH3:13])=[O:10])=[CH:4][C:3]=1[Br:17].Br[CH2:19][C:20]1[CH:29]=[CH:28][CH:27]=[CH:26][C:21]=1[C:22]([O:24][CH3:25])=[O:23].C(N(C(C)C)CC)(C)C. The catalyst is C(O)C. The product is [Br:17][C:3]1[CH:4]=[C:5]([CH:8]([CH3:16])[C:9]([O:11][C:12]([CH3:13])([CH3:15])[CH3:14])=[O:10])[CH:6]=[CH:7][C:2]=1[NH:1][CH2:19][C:20]1[CH:29]=[CH:28][CH:27]=[CH:26][C:21]=1[C:22]([O:24][CH3:25])=[O:23]. The yield is 0.480.